From a dataset of Catalyst prediction with 721,799 reactions and 888 catalyst types from USPTO. Predict which catalyst facilitates the given reaction. (1) Reactant: [BH4-].[Na+].[C:3]([C:6]1[CH:7]=[C:8]2[C:12](=[CH:13][CH:14]=1)[NH:11][C:10]([CH2:15][C:16]([NH2:18])=[O:17])=[C:9]2[S:19]([C:22]1[CH:27]=[C:26]([CH3:28])[CH:25]=[C:24]([CH3:29])[CH:23]=1)(=[O:21])=[O:20])(=[O:5])[CH3:4].O. Product: [OH:5][CH:3]([C:6]1[CH:7]=[C:8]2[C:12](=[CH:13][CH:14]=1)[NH:11][C:10]([CH2:15][C:16]([NH2:18])=[O:17])=[C:9]2[S:19]([C:22]1[CH:27]=[C:26]([CH3:28])[CH:25]=[C:24]([CH3:29])[CH:23]=1)(=[O:21])=[O:20])[CH3:4]. The catalyst class is: 7. (2) Reactant: [Br:1][C:2]1[N:3]=[C:4]([C:10]([F:13])([F:12])[F:11])[S:5][C:6]=1[C:7](O)=[O:8].Cl.[CH3:15][NH:16][O:17][CH3:18].CN(C(ON1N=NC2C=CC=NC1=2)=[N+](C)C)C.F[P-](F)(F)(F)(F)F.CCN(C(C)C)C(C)C. Product: [Br:1][C:2]1[N:3]=[C:4]([C:10]([F:13])([F:12])[F:11])[S:5][C:6]=1[C:7]([N:16]([O:17][CH3:18])[CH3:15])=[O:8]. The catalyst class is: 18. (3) Reactant: F[C:2]1[CH:9]=[CH:8][C:5]([C:6]#[N:7])=[CH:4][C:3]=1[C:10]([F:13])([F:12])[F:11].[K].CC(C)([O-])C.Cl.[NH:21]1[CH2:25][CH2:24][C:23](=[O:26])[NH:22]1. Product: [N:21]1([C:2]2[CH:9]=[CH:8][C:5]([C:6]#[N:7])=[CH:4][C:3]=2[C:10]([F:13])([F:12])[F:11])[CH2:25][CH2:24][C:23](=[O:26])[NH:22]1. The catalyst class is: 16. (4) Reactant: [CH3:1][C:2]1[N:7]=[C:6]([N:8]2[C:17]3[C:12](=[CH:13][CH:14]=[CH:15][CH:16]=3)[N:11]=[C:10]([C:18]([O:20]CC)=[O:19])[C:9]2=[O:23])[CH:5]=[CH:4][CH:3]=1.C(=O)([O-])[O-].[K+].[K+]. Product: [CH3:1][C:2]1[N:7]=[C:6]([N:8]2[C:17]3[C:12](=[CH:13][CH:14]=[CH:15][CH:16]=3)[N:11]=[C:10]([C:18]([OH:20])=[O:19])[C:9]2=[O:23])[CH:5]=[CH:4][CH:3]=1. The catalyst class is: 38.